This data is from Reaction yield outcomes from USPTO patents with 853,638 reactions. The task is: Predict the reaction yield, written as a fraction of the theoretical maximum amount of product (1.0 means a 100% yield; for example, 0.34 means a 34% yield). (1) The reactants are [OH:1][CH2:2][C:3]([CH3:7])([CH3:6])[C:4]#[N:5].[H-].[Na+].[CH2:10](Br)[C:11]1[CH:16]=[CH:15][CH:14]=[CH:13][CH:12]=1.[Cl-].[NH4+]. The catalyst is [I-].C([N+](CCCC)(CCCC)CCCC)CCC.O1CCCC1.CN(C)C=O. The product is [CH2:10]([O:1][CH2:2][C:3]([CH3:7])([CH3:6])[C:4]#[N:5])[C:11]1[CH:16]=[CH:15][CH:14]=[CH:13][CH:12]=1. The yield is 0.960. (2) The reactants are [ClH:1].O1CCOCC1.C(OC([N:15]1[CH2:20][CH2:19][C:18]([NH:31]C(OC(C)(C)C)=O)([CH2:21][O:22][CH2:23][C:24]2[CH:29]=[CH:28][C:27]([Cl:30])=[CH:26][CH:25]=2)[CH2:17][CH2:16]1)=O)(C)(C)C. The catalyst is CO. The product is [ClH:30].[ClH:1].[Cl:30][C:27]1[CH:26]=[CH:25][C:24]([CH2:23][O:22][CH2:21][C:18]2([NH2:31])[CH2:19][CH2:20][NH:15][CH2:16][CH2:17]2)=[CH:29][CH:28]=1. The yield is 1.00. (3) The reactants are [C:1]([C@@H:4]([NH:12][S:13]([C:16]1[S:17][C:18]([Cl:21])=[CH:19][CH:20]=1)(=[O:15])=[O:14])[C@H:5]([CH3:11])[CH2:6][C:7]([F:10])([F:9])[F:8])(=[O:3])[CH3:2].[CH3:22][Mg]Br.CCOC(C)=O.CCCCCC. The catalyst is C1COCC1. The product is [Cl:21][C:18]1[S:17][C:16]([S:13]([NH:12][C@H:4]([C:1]([OH:3])([CH3:22])[CH3:2])[C@H:5]([CH3:11])[CH2:6][C:7]([F:10])([F:9])[F:8])(=[O:15])=[O:14])=[CH:20][CH:19]=1. The yield is 0.466. (4) The catalyst is C(Cl)(Cl)(Cl)Cl. The product is [Br:1][C:2]1[CH:7]=[CH:6][C:5]([C:8]2[CH:13]=[CH:12][CH:11]=[C:10]([Cl:14])[CH:9]=2)=[C:4]([CH2:15][Br:23])[CH:3]=1. The reactants are [Br:1][C:2]1[CH:7]=[CH:6][C:5]([C:8]2[CH:13]=[CH:12][CH:11]=[C:10]([Cl:14])[CH:9]=2)=[C:4]([CH3:15])[CH:3]=1.C1C(=O)N([Br:23])C(=O)C1. The yield is 0.600. (5) The reactants are [H-].[Na+].[OH:3][C:4]([C:28]1[CH:33]=[CH:32][CH:31]=[CH:30][CH:29]=1)([C:22]1[CH:27]=[CH:26][CH:25]=[CH:24][CH:23]=1)[C:5]1[N:6]=[N:7][N:8]([CH2:10][CH2:11][O:12][CH2:13][CH2:14][O:15][CH2:16][CH2:17][O:18][CH2:19][CH2:20][OH:21])[CH:9]=1.[CH2:34](Br)[C:35]#[CH:36].[Na+].[Cl-]. The catalyst is C1(C)C=CC=CC=1. The product is [CH2:10]([N:8]1[CH:9]=[C:5]([C:4]([C:28]2[CH:29]=[CH:30][CH:31]=[CH:32][CH:33]=2)([C:22]2[CH:27]=[CH:26][CH:25]=[CH:24][CH:23]=2)[OH:3])[N:6]=[N:7]1)[CH2:11][O:12][CH2:13][CH2:14][O:15][CH2:16][CH2:17][O:18][CH2:19][CH2:20][O:21][CH2:36][C:35]#[CH:34]. The yield is 0.570. (6) The reactants are [CH3:1][O:2][C:3]1[CH:4]=[C:5]2[C:10](=[CH:11][C:12]=1[O:13][CH3:14])[N:9]=[CH:8][CH:7]=[C:6]2[O:15][C:16]1[CH:22]=[CH:21][C:19]([NH2:20])=[CH:18][CH:17]=1.Cl[C:24](Cl)([O:26][C:27](=[O:33])OC(Cl)(Cl)Cl)Cl.[CH3:35][C:36](=C)[CH2:37]O.C(=O)(O)[O-].[Na+]. The catalyst is C(Cl)Cl.C(N(CC)CC)C.C1(C)C=CC=CC=1. The product is [CH3:1][O:2][C:3]1[CH:4]=[C:5]2[C:10](=[CH:11][C:12]=1[O:13][CH3:14])[N:9]=[CH:8][CH:7]=[C:6]2[O:15][C:16]1[CH:22]=[CH:21][C:19]([NH:20][C:27](=[O:33])[O:26][CH2:24][C:36]([CH3:37])=[CH2:35])=[CH:18][CH:17]=1. The yield is 0.520. (7) The reactants are C1C=CC(P(C2C=CC=CC=2)C2C=CC=CC=2)=CC=1.[CH3:20][O:21][C:22](=[O:64])[C:23]1[CH:28]=[CH:27][C:26]([O:29][CH2:30][CH2:31][C:32]2[C:40]3[C:35](=[CH:36][CH:37]=[C:38]([Cl:41])[CH:39]=3)[N:34]([CH:42]([C:49]3[CH:54]=[CH:53][CH:52]=[CH:51][CH:50]=3)[C:43]3[CH:48]=[CH:47][CH:46]=[CH:45][CH:44]=3)[C:33]=2[CH2:55][CH2:56][N:57]=[N+]=[N-])=[CH:25][C:24]=1[O:60][CH:61]([CH3:63])[CH3:62].O. The catalyst is C1COCC1. The product is [CH3:20][O:21][C:22](=[O:64])[C:23]1[CH:28]=[CH:27][C:26]([O:29][CH2:30][CH2:31][C:32]2[C:40]3[C:35](=[CH:36][CH:37]=[C:38]([Cl:41])[CH:39]=3)[N:34]([CH:42]([C:43]3[CH:44]=[CH:45][CH:46]=[CH:47][CH:48]=3)[C:49]3[CH:54]=[CH:53][CH:52]=[CH:51][CH:50]=3)[C:33]=2[CH2:55][CH2:56][NH2:57])=[CH:25][C:24]=1[O:60][CH:61]([CH3:62])[CH3:63]. The yield is 0.210. (8) The reactants are C(C1CN([O:14][CH2:15][C:16]2[CH:39]=[CH:38][C:19]([O:20][CH2:21][C:22]3[N:23]=[C:24]([C:28]4[CH:29]=[C:30]([CH:35]=[CH:36][CH:37]=4)[C:31]([O:33][CH3:34])=[O:32])[O:25][C:26]=3[CH3:27])=[C:18]([O:40][CH3:41])[CH:17]=2)N(C2C=CC=CC=2)C=1)=O.[CH2:42]([P:51](=[O:58])([O:55][CH2:56][CH3:57])[O:52][CH2:53][CH3:54])P(=O)(OCC)OCC.[CH3:59][N:60]([CH3:63])C=O.[H-].[Na+]. The catalyst is O. The product is [CH2:56]([O:55][P:51](/[CH:42]=[CH:27]\[C:26]1[C:22]([O:14][CH2:15][C:16]2[CH:39]=[CH:38][C:19]([O:20][CH2:21][C:22]3[N:23]=[C:24]([C:28]4[CH:29]=[C:30]([CH:35]=[CH:36][CH:37]=4)[C:31]([O:33][CH3:34])=[O:32])[O:25][C:26]=3[CH3:27])=[C:18]([O:40][CH3:41])[CH:17]=2)=[N:23][N:60]([C:63]2[CH:38]=[CH:39][CH:16]=[CH:17][CH:18]=2)[CH:59]=1)([O:52][CH2:53][CH3:54])=[O:58])[CH3:57]. The yield is 0.0440. (9) The reactants are [Cl-].[NH4+:2].[Al](C)(C)C.C[O:8][C:9]([C:11]1[CH:16]=[N:15][C:14]([Cl:17])=[CH:13][N:12]=1)=O. The catalyst is C1(C)C=CC=CC=1.C(Cl)(Cl)Cl. The product is [Cl:17][C:14]1[N:15]=[CH:16][C:11]([C:9]([NH2:2])=[O:8])=[N:12][CH:13]=1. The yield is 0.340. (10) The reactants are [CH3:1][O:2][C:3](=[O:22])[C:4]1[CH:9]=[CH:8][C:7]([N:10]2C(=O)C3C(=CC=CC=3)C2=O)=[N:6][C:5]=1[Cl:21]. The catalyst is N.CO. The product is [CH3:1][O:2][C:3](=[O:22])[C:4]1[CH:9]=[CH:8][C:7]([NH2:10])=[N:6][C:5]=1[Cl:21]. The yield is 0.900.